Dataset: NCI-60 drug combinations with 297,098 pairs across 59 cell lines. Task: Regression. Given two drug SMILES strings and cell line genomic features, predict the synergy score measuring deviation from expected non-interaction effect. Drug 1: C1CN1P(=S)(N2CC2)N3CC3. Drug 2: CC1=C(N=C(N=C1N)C(CC(=O)N)NCC(C(=O)N)N)C(=O)NC(C(C2=CN=CN2)OC3C(C(C(C(O3)CO)O)O)OC4C(C(C(C(O4)CO)O)OC(=O)N)O)C(=O)NC(C)C(C(C)C(=O)NC(C(C)O)C(=O)NCCC5=NC(=CS5)C6=NC(=CS6)C(=O)NCCC[S+](C)C)O. Cell line: ACHN. Synergy scores: CSS=53.2, Synergy_ZIP=-4.79, Synergy_Bliss=-6.54, Synergy_Loewe=-13.8, Synergy_HSA=-1.72.